This data is from Forward reaction prediction with 1.9M reactions from USPTO patents (1976-2016). The task is: Predict the product of the given reaction. (1) Given the reactants [Cl:1][C:2]1[CH:7]=[CH:6][C:5]([C:8]2([C:11]3[C:20]([OH:21])=[C:19]([C:22]([OH:24])=[O:23])[C:18]4[C:13](=[C:14](C)[CH:15]=[C:16]([CH3:25])[CH:17]=4)[N:12]=3)[CH2:10][CH2:9]2)=[CH:4][CH:3]=1.[CH2:27](C1C=CC=C2C=1C(=O)C(=O)N2)C.C(OCC(C1(C2C=CC(Cl)=CC=2)CC1)=O)(=O)C, predict the reaction product. The product is: [Cl:1][C:2]1[CH:3]=[CH:4][C:5]([C:8]2([C:11]3[C:20]([OH:21])=[C:19]([C:22]([OH:24])=[O:23])[C:18]4[C:13](=[CH:14][C:15]([CH2:16][CH3:25])=[CH:27][CH:17]=4)[N:12]=3)[CH2:9][CH2:10]2)=[CH:6][CH:7]=1. (2) Given the reactants [Cl:1][C:2]1[CH:3]=[C:4]([C:11]2[CH:16]=[CH:15][C:14]([CH:17]([NH:19][S@@](C(C)(C)C)=O)[CH3:18])=[CH:13][CH:12]=2)[C:5]([O:8][CH2:9][CH3:10])=[N:6][CH:7]=1.Cl, predict the reaction product. The product is: [Cl:1][C:2]1[CH:3]=[C:4]([C:11]2[CH:16]=[CH:15][C:14]([C@H:17]([NH2:19])[CH3:18])=[CH:13][CH:12]=2)[C:5]([O:8][CH2:9][CH3:10])=[N:6][CH:7]=1. (3) Given the reactants [Si]([O:8][CH2:9][CH2:10][N:11]([S:34]([CH3:37])(=[O:36])=[O:35])[C:12]1[C:13]([O:32][CH3:33])=[CH:14][C:15]2[C:19]([CH:20]=1)=[N:18][N:17]([C:21]1[CH:26]=[CH:25][C:24]([F:27])=[CH:23][CH:22]=1)[C:16]=2[C:28]([NH:30][CH3:31])=[O:29])(C(C)(C)C)(C)C.[F-].[NH4+].O, predict the reaction product. The product is: [F:27][C:24]1[CH:25]=[CH:26][C:21]([N:17]2[C:16]([C:28]([NH:30][CH3:31])=[O:29])=[C:15]3[C:19]([CH:20]=[C:12]([N:11]([CH2:10][CH2:9][OH:8])[S:34]([CH3:37])(=[O:35])=[O:36])[C:13]([O:32][CH3:33])=[CH:14]3)=[N:18]2)=[CH:22][CH:23]=1.